Predict the product of the given reaction. From a dataset of Forward reaction prediction with 1.9M reactions from USPTO patents (1976-2016). (1) Given the reactants [SH:1][C:2]1[CH:10]=[C:9]([CH3:11])[CH:8]=[CH:7][C:3]=1[C:4]([OH:6])=O.[C:12]([C:14]1[N:19]=[C:18]([CH2:20][CH2:21][C:22]([O:24][C:25]([CH3:28])([CH3:27])[CH3:26])=[O:23])[CH:17]=[CH:16][CH:15]=1)#[N:13], predict the reaction product. The product is: [CH3:11][C:9]1[CH:8]=[CH:7][C:3]2[C:4](=[O:6])[N:13]=[C:12]([C:14]3[N:19]=[C:18]([CH2:20][CH2:21][C:22]([O:24][C:25]([CH3:28])([CH3:27])[CH3:26])=[O:23])[CH:17]=[CH:16][CH:15]=3)[S:1][C:2]=2[CH:10]=1. (2) Given the reactants [CH3:1][C:2]([O:5][C:6]([N:8]1[CH2:13][CH2:12][N:11]([CH3:14])[CH2:10][CH:9]1[C:15](=[O:20])N(OC)C)=[O:7])([CH3:4])[CH3:3].[Cl:21][C:22]1[CH:23]=[CH:24][C:25]2[O:29][CH:28]=[CH:27][C:26]=2[CH:30]=1, predict the reaction product. The product is: [C:2]([O:5][C:6]([N:8]1[CH2:13][CH2:12][N:11]([CH3:14])[CH2:10][CH:9]1[C:15]([C:28]1[O:29][C:25]2[CH:24]=[CH:23][C:22]([Cl:21])=[CH:30][C:26]=2[CH:27]=1)=[O:20])=[O:7])([CH3:1])([CH3:3])[CH3:4]. (3) Given the reactants C([O-])(=O)C.[K+].[F:6][C:7]1[N:8]=[CH:9][C:10]2[C:15]([CH:16]=1)=[CH:14][C:13](B(O)O)=[CH:12][CH:11]=2.Br[C:21]1[S:25][C:24]([CH2:26][CH2:27][C@@H:28]([NH:48][C:49](=[O:55])[O:50][C:51]([CH3:54])([CH3:53])[CH3:52])[C@@H:29]([O:40][Si:41]([C:44]([CH3:47])([CH3:46])[CH3:45])([CH3:43])[CH3:42])[C:30]2[CH:35]=[CH:34][C:33]([C:36]([F:39])([F:38])[F:37])=[CH:32][CH:31]=2)=[N:23][CH:22]=1, predict the reaction product. The product is: [Si:41]([O:40][C@@H:29]([C:30]1[CH:31]=[CH:32][C:33]([C:36]([F:37])([F:38])[F:39])=[CH:34][CH:35]=1)[C@H:28]([NH:48][C:49](=[O:55])[O:50][C:51]([CH3:54])([CH3:53])[CH3:52])[CH2:27][CH2:26][C:24]1[S:25][C:21]([C:13]2[CH:14]=[C:15]3[C:10](=[CH:11][CH:12]=2)[CH:9]=[N:8][C:7]([F:6])=[CH:16]3)=[CH:22][N:23]=1)([C:44]([CH3:45])([CH3:46])[CH3:47])([CH3:42])[CH3:43]. (4) The product is: [CH2:27]([N:21]([CH2:18][CH2:19][CH3:20])[CH2:22][CH2:23][CH2:24][CH2:25][NH:26][CH2:7][C:6]1[CH:9]=[CH:10][C:3]([C:1]#[N:2])=[CH:4][CH:5]=1)[CH2:28][CH3:29]. Given the reactants [C:1]([C:3]1[CH:10]=[CH:9][C:6]([CH:7]=O)=[CH:5][CH:4]=1)#[N:2].C(OC)(OC)OC.[CH2:18]([N:21]([CH2:27][CH2:28][CH3:29])[CH2:22][CH2:23][CH2:24][CH2:25][NH2:26])[CH2:19][CH3:20].[BH4-].[Na+], predict the reaction product. (5) Given the reactants [Br:1][C:2]1[CH:3]=[C:4]([C:8]2[C:12]([C:13]3[N:14]=[CH:15][NH:16][CH:17]=3)=[C:11]([CH3:18])[O:10][N:9]=2)[CH:5]=[CH:6][CH:7]=1.F[C:20]1[CH:25]=[CH:24][C:23]([N+:26]([O-:28])=[O:27])=[CH:22][CH:21]=1, predict the reaction product. The product is: [Br:1][C:2]1[CH:3]=[C:4]([C:8]2[C:12]([C:13]3[N:14]=[CH:15][N:16]([C:20]4[CH:25]=[CH:24][C:23]([N+:26]([O-:28])=[O:27])=[CH:22][CH:21]=4)[CH:17]=3)=[C:11]([CH3:18])[O:10][N:9]=2)[CH:5]=[CH:6][CH:7]=1. (6) Given the reactants C(O)(=O)[C@H]([C@@H](C(O)=O)O)O.[NH2:11][C@@H:12]([C:15]1[CH:27]=[CH:26][C:18]([C:19]([O:21][C:22]([CH3:25])([CH3:24])[CH3:23])=[O:20])=[C:17]([N+:28]([O-:30])=[O:29])[CH:16]=1)[CH2:13][CH3:14].O.[OH-].[Na+], predict the reaction product. The product is: [NH2:11][C@@H:12]([C:15]1[CH:27]=[CH:26][C:18]([C:19]([O:21][C:22]([CH3:24])([CH3:25])[CH3:23])=[O:20])=[C:17]([N+:28]([O-:30])=[O:29])[CH:16]=1)[CH2:13][CH3:14]. (7) Given the reactants [NH:1]1[CH2:6][CH2:5][O:4][CH2:3][CH2:2]1.C(N(CC)CC)C.[I-].[K+].[Cl:16][C:17]1[N:22]=[C:21]([S:23][CH3:24])[N:20]2[CH:25]=[C:26]([CH2:28]Cl)[N:27]=[C:19]2[CH:18]=1, predict the reaction product. The product is: [Cl:16][C:17]1[N:22]=[C:21]([S:23][CH3:24])[N:20]2[CH:25]=[C:26]([CH2:28][N:1]3[CH2:6][CH2:5][O:4][CH2:3][CH2:2]3)[N:27]=[C:19]2[CH:18]=1. (8) Given the reactants [Cl-].O[NH3+:3].[C:4](=[O:7])([O-])[OH:5].[Na+].CS(C)=O.[CH:13]1([C:16]2[N:17]=[C:18]([CH3:48])[N:19]([C:38]3[CH:39]=[CH:40][C:41]4[O:45][CH:44]([CH3:46])[CH2:43][C:42]=4[CH:47]=3)[C:20](=[O:37])[C:21]=2[CH2:22][C:23]2[CH:28]=[CH:27][C:26]([C:29]3[C:30]([C:35]#[N:36])=[CH:31][CH:32]=[CH:33][CH:34]=3)=[CH:25][CH:24]=2)[CH2:15][CH2:14]1, predict the reaction product. The product is: [CH:13]1([C:16]2[N:17]=[C:18]([CH3:48])[N:19]([C:38]3[CH:39]=[CH:40][C:41]4[O:45][CH:44]([CH3:46])[CH2:43][C:42]=4[CH:47]=3)[C:20](=[O:37])[C:21]=2[CH2:22][C:23]2[CH:24]=[CH:25][C:26]([C:29]3[CH:34]=[CH:33][CH:32]=[CH:31][C:30]=3[C:35]3[NH:3][C:4](=[O:7])[O:5][N:36]=3)=[CH:27][CH:28]=2)[CH2:15][CH2:14]1.